This data is from Catalyst prediction with 721,799 reactions and 888 catalyst types from USPTO. The task is: Predict which catalyst facilitates the given reaction. (1) Reactant: [CH3:1][O:2][C:3]1[CH:8]=[C:7]([CH2:9][OH:10])[CH:6]=[C:5]([CH3:11])[N:4]=1.C1C(=O)N([Br:19])C(=O)C1.[OH-].[Na+]. Product: [Br:19][C:6]1[C:5]([CH3:11])=[N:4][C:3]([O:2][CH3:1])=[CH:8][C:7]=1[CH2:9][OH:10]. The catalyst class is: 15. (2) Reactant: [CH2:1]([N:8]1[CH2:13][CH2:12][CH:11]([NH:14][CH2:15][CH2:16][C:17]2[CH:22]=[C:21]([O:23][CH3:24])[CH:20]=[CH:19][C:18]=2[N+:25]([O-])=O)[CH2:10][CH2:9]1)[C:2]1[CH:7]=[CH:6][CH:5]=[CH:4][CH:3]=1.[H][H]. Product: [NH2:25][C:18]1[CH:19]=[CH:20][C:21]([O:23][CH3:24])=[CH:22][C:17]=1[CH2:16][CH2:15][NH:14][CH:11]1[CH2:12][CH2:13][N:8]([CH2:1][C:2]2[CH:3]=[CH:4][CH:5]=[CH:6][CH:7]=2)[CH2:9][CH2:10]1. The catalyst class is: 5. (3) Reactant: [CH3:1][N+:2]1([CH2:23][CH:24]2[CH2:26][CH2:25]2)[C@@H:12]2[CH2:13][C:14]3[CH:19]=[CH:18][C:17]([OH:20])=[C:16]4[O:21][C@H:6]5[C:7]([CH2:9][CH2:10][C@:11]2([OH:22])[C@:5]5([C:15]=34)[CH2:4][CH2:3]1)=[O:8].[Br-:27].[I-].CO. The catalyst class is: 6. Product: [CH3:1][N+:2]1([CH2:23][CH:24]2[CH2:26][CH2:25]2)[C@@H:12]2[CH2:13][C:14]3[CH:19]=[CH:18][C:17]([OH:20])=[C:16]4[O:21][C@H:6]5[C:7]([CH2:9][CH2:10][C@:11]2([OH:22])[C@:5]5([C:15]=34)[CH2:4][CH2:3]1)=[O:8].[Br-:27]. (4) Reactant: [Cl:1][C:2]1[CH:23]=[CH:22][C:5]([C:6]([C:8]2[NH:12][CH:11]=[C:10]([C:13](=[O:21])[CH2:14][N:15]3[CH2:20][CH2:19][CH2:18][CH2:17][CH2:16]3)[CH:9]=2)=[O:7])=[CH:4][CH:3]=1.Cl.[CH3:25][N:26]([CH2:28][CH2:29][CH2:30]Cl)[CH3:27].C([O-])([O-])=O.[K+].[K+].[I-].[K+]. Product: [Cl:1][C:2]1[CH:3]=[CH:4][C:5]([C:6]([C:8]2[N:12]([CH:28]([N:26]([CH3:27])[CH3:25])[CH2:29][CH3:30])[CH:11]=[C:10]([C:13](=[O:21])[CH2:14][N:15]3[CH2:16][CH2:17][CH2:18][CH2:19][CH2:20]3)[CH:9]=2)=[O:7])=[CH:22][CH:23]=1. The catalyst class is: 18. (5) Product: [CH2:16]([O:18][CH:19]([O:23][CH2:24][CH3:25])[CH2:20][CH2:21][N:22]1[CH:8]=[C:7]([C:12]#[N:13])[C:6](=[O:14])[NH:5][C:4]1=[O:3])[CH3:17]. Reactant: C([O:3][C:4](=O)[NH:5][C:6](=[O:14])[C:7]([C:12]#[N:13])=[CH:8]OCC)C.[CH2:16]([O:18][CH:19]([O:23][CH2:24][CH3:25])[CH2:20][CH2:21][NH2:22])[CH3:17]. The catalyst class is: 6. (6) The catalyst class is: 43. Reactant: [CH3:1][CH:2]1[CH2:7][CH2:6][N:5]([C:8]([N:10]2[CH2:16][C:15]3[CH:17]=[C:18]([C:21]4[CH:25]=[C:24]([NH:26]CC5C=CC=CC=5)[NH:23][N:22]=4)[CH:19]=[CH:20][C:14]=3[O:13][CH2:12][CH2:11]2)=[O:9])[CH2:4][CH2:3]1. Product: [CH3:1][CH:2]1[CH2:3][CH2:4][N:5]([C:8]([N:10]2[CH2:16][C:15]3[CH:17]=[C:18]([C:21]4[CH:25]=[C:24]([NH2:26])[NH:23][N:22]=4)[CH:19]=[CH:20][C:14]=3[O:13][CH2:12][CH2:11]2)=[O:9])[CH2:6][CH2:7]1. (7) Product: [OH:9][CH2:8][CH2:6][CH:5]=[O:4].[CH:1](=[O:3])[CH3:2].[CH2:1]=[O:3]. Reactant: [CH:1](=[O:3])[CH3:2].[OH:4][CH2:5][CH:6]([CH2:8][OH:9])O. The catalyst class is: 6. (8) Reactant: [Si:1]([O:18][CH2:19][C@H:20]1[O:25][CH2:24][CH2:23][CH2:22][C@@H:21]1[OH:26])([C:14]([CH3:17])([CH3:16])[CH3:15])([C:8]1[CH:13]=[CH:12][CH:11]=[CH:10][CH:9]=1)[C:2]1[CH:7]=[CH:6][CH:5]=[CH:4][CH:3]=1.[Cr](Cl)([O-])(=O)=O.[NH+]1C=CC=CC=1. Product: [Si:1]([O:18][CH2:19][C@@H:20]1[C:21](=[O:26])[CH2:22][CH2:23][CH2:24][O:25]1)([C:14]([CH3:17])([CH3:15])[CH3:16])([C:8]1[CH:13]=[CH:12][CH:11]=[CH:10][CH:9]=1)[C:2]1[CH:7]=[CH:6][CH:5]=[CH:4][CH:3]=1. The catalyst class is: 2.